From a dataset of Reaction yield outcomes from USPTO patents with 853,638 reactions. Predict the reaction yield, written as a fraction of the theoretical maximum amount of product (1.0 means a 100% yield; for example, 0.34 means a 34% yield). (1) The reactants are CCN(C(C)C)C(C)C.[F:10][C:11]([F:22])([F:21])[C:12]1[CH:20]=[CH:19][CH:18]=[CH:17][C:13]=1[C:14]([OH:16])=O.CCN=C=NCCCN(C)C.C1C=CC2N(O)N=NC=2C=1.[C:44]([N:51]1[CH2:56][CH2:55][NH:54][CH2:53][CH2:52]1)([O:46][C:47]([CH3:50])([CH3:49])[CH3:48])=[O:45]. The catalyst is CN(C=O)C.O. The product is [C:47]([O:46][C:44]([N:51]1[CH2:56][CH2:55][N:54]([C:14](=[O:16])[C:13]2[CH:17]=[CH:18][CH:19]=[CH:20][C:12]=2[C:11]([F:10])([F:22])[F:21])[CH2:53][CH2:52]1)=[O:45])([CH3:50])([CH3:48])[CH3:49]. The yield is 0.390. (2) The reactants are I[C:2]1[CH:7]=[CH:6][C:5]([I:8])=[CH:4][CH:3]=1.[Li]CCCC.[O:14]1[C:18]2([CH2:23][CH2:22][C:21](=[O:24])[CH2:20][CH2:19]2)[O:17][CH2:16][CH2:15]1.C[Si](Cl)(C)C. The catalyst is C1COCC1. The product is [I:8][C:5]1[CH:6]=[CH:7][C:2]([C:21]2([OH:24])[CH2:22][CH2:23][C:18]3([O:17][CH2:16][CH2:15][O:14]3)[CH2:19][CH2:20]2)=[CH:3][CH:4]=1. The yield is 0.666. (3) The reactants are [F:1][C:2]1[CH:7]=[C:6]([F:8])[CH:5]=[CH:4][C:3]=1[SH:9].F[C:11]1[CH:16]=[CH:15][CH:14]=[CH:13][C:12]=1[N+:17]([O-:19])=[O:18].[F:20][C:21]1[CH:26]=[C:25]([F:27])[CH:24]=[CH:23][C:22]=1[S:28][C:29]1[CH:35]=[CH:34][CH:33]=[CH:32][C:30]=1[NH2:31].[NH2:36][C:37]1SC=[CH:40][N:41]=1. No catalyst specified. The product is [F:1][C:2]1[CH:7]=[C:6]([F:8])[CH:5]=[CH:4][C:3]=1[S:9][C:11]1[CH:16]=[CH:15][CH:14]=[CH:13][C:12]=1[N+:17]([O-:19])=[O:18].[F:20][C:21]1[CH:26]=[C:25]([F:27])[CH:24]=[CH:23][C:22]=1[S:28][C:29]1[CH:35]=[CH:34][CH:33]=[CH:32][C:30]=1[NH:31][C:40]([NH:41][C:37]1[S:9][CH:3]=[CH:2][N:36]=1)=[O:18]. The yield is 0.780. (4) The product is [C:1]([NH:8][C@H:9]([C:13]([O:15][CH2:32][C@H:33]([CH2:46][CH2:47][O:48][C:49](=[O:67])[CH2:50][CH2:51][CH2:52][CH2:53][CH2:54][CH2:55][CH2:56][CH2:57][CH2:58][CH2:59][CH2:60][CH2:61][CH2:62][CH2:63][CH2:64][CH2:65][CH3:66])[CH2:34][N:35]1[CH:43]=[N:42][C:41]2[C:40](=[O:44])[NH:39][C:38]([NH2:45])=[N:37][C:36]1=2)=[O:14])[CH:10]([CH3:11])[CH3:12])([O:3][C:4]([CH3:5])([CH3:7])[CH3:6])=[O:2]. The catalyst is ClCCl.CN(C)C1C=CN=CC=1. The yield is 0.390. The reactants are [C:1]([NH:8][C@H:9]([C:13]([OH:15])=[O:14])[CH:10]([CH3:12])[CH3:11])([O:3][C:4]([CH3:7])([CH3:6])[CH3:5])=[O:2].C1(N=C=NC2CCCCC2)CCCCC1.O[CH2:32][C@H:33]([CH2:46][CH2:47][O:48][C:49](=[O:67])[CH2:50][CH2:51][CH2:52][CH2:53][CH2:54][CH2:55][CH2:56][CH2:57][CH2:58][CH2:59][CH2:60][CH2:61][CH2:62][CH2:63][CH2:64][CH2:65][CH3:66])[CH2:34][N:35]1[CH:43]=[N:42][C:41]2[C:40](=[O:44])[NH:39][C:38]([NH2:45])=[N:37][C:36]1=2.CN(C)C=O. (5) The reactants are [Br:1][C:2]1[CH:10]=[C:9]2[C:5]([CH2:6][CH2:7][NH:8]2)=[C:4]([O:11][CH3:12])[CH:3]=1.Cl[C:14]1[C:19]([F:20])=[CH:18][N:17]=[C:16]([NH2:21])[N:15]=1. The catalyst is O1CCOCC1. The product is [Br:1][C:2]1[CH:10]=[C:9]2[C:5]([CH2:6][CH2:7][N:8]2[C:14]2[C:19]([F:20])=[CH:18][N:17]=[C:16]([NH2:21])[N:15]=2)=[C:4]([O:11][CH3:12])[CH:3]=1. The yield is 0.593.